The task is: Regression. Given two drug SMILES strings and cell line genomic features, predict the synergy score measuring deviation from expected non-interaction effect.. This data is from NCI-60 drug combinations with 297,098 pairs across 59 cell lines. (1) Drug 1: CC1C(C(CC(O1)OC2CC(OC(C2O)C)OC3=CC4=CC5=C(C(=O)C(C(C5)C(C(=O)C(C(C)O)O)OC)OC6CC(C(C(O6)C)O)OC7CC(C(C(O7)C)O)OC8CC(C(C(O8)C)O)(C)O)C(=C4C(=C3C)O)O)O)O. Drug 2: C1C(C(OC1N2C=NC3=C2NC=NCC3O)CO)O. Cell line: BT-549. Synergy scores: CSS=31.1, Synergy_ZIP=2.24, Synergy_Bliss=2.29, Synergy_Loewe=-24.4, Synergy_HSA=-2.54. (2) Drug 1: C1C(C(OC1N2C=NC3=C2NC=NCC3O)CO)O. Drug 2: N.N.Cl[Pt+2]Cl. Cell line: SK-MEL-5. Synergy scores: CSS=48.2, Synergy_ZIP=-0.205, Synergy_Bliss=1.48, Synergy_Loewe=2.51, Synergy_HSA=3.20. (3) Drug 1: C1C(C(OC1N2C=NC(=NC2=O)N)CO)O. Drug 2: C(CCl)NC(=O)N(CCCl)N=O. Cell line: HS 578T. Synergy scores: CSS=0.989, Synergy_ZIP=-0.858, Synergy_Bliss=-1.29, Synergy_Loewe=-4.34, Synergy_HSA=-4.22. (4) Synergy scores: CSS=59.9, Synergy_ZIP=-2.25, Synergy_Bliss=-3.97, Synergy_Loewe=-11.3, Synergy_HSA=-1.95. Cell line: RPMI-8226. Drug 1: C1CCC(C(C1)N)N.C(=O)(C(=O)[O-])[O-].[Pt+4]. Drug 2: C1C(C(OC1N2C=NC3=C2NC=NCC3O)CO)O. (5) Drug 1: C1=CN(C(=O)N=C1N)C2C(C(C(O2)CO)O)O.Cl. Drug 2: CN(CCCl)CCCl.Cl. Cell line: HCC-2998. Synergy scores: CSS=28.6, Synergy_ZIP=-6.89, Synergy_Bliss=-9.69, Synergy_Loewe=-10.1, Synergy_HSA=-3.76. (6) Drug 1: CN1CCC(CC1)COC2=C(C=C3C(=C2)N=CN=C3NC4=C(C=C(C=C4)Br)F)OC. Drug 2: CNC(=O)C1=CC=CC=C1SC2=CC3=C(C=C2)C(=NN3)C=CC4=CC=CC=N4. Cell line: HCT-15. Synergy scores: CSS=12.5, Synergy_ZIP=-2.44, Synergy_Bliss=1.34, Synergy_Loewe=-1.62, Synergy_HSA=0.365. (7) Synergy scores: CSS=19.6, Synergy_ZIP=-1.24, Synergy_Bliss=-2.43, Synergy_Loewe=-2.46, Synergy_HSA=-0.247. Cell line: CAKI-1. Drug 1: CC1=C2C(C(=O)C3(C(CC4C(C3C(C(C2(C)C)(CC1OC(=O)C(C(C5=CC=CC=C5)NC(=O)OC(C)(C)C)O)O)OC(=O)C6=CC=CC=C6)(CO4)OC(=O)C)O)C)O. Drug 2: C#CCC(CC1=CN=C2C(=N1)C(=NC(=N2)N)N)C3=CC=C(C=C3)C(=O)NC(CCC(=O)O)C(=O)O.